This data is from Forward reaction prediction with 1.9M reactions from USPTO patents (1976-2016). The task is: Predict the product of the given reaction. (1) Given the reactants [C:1]1(=O)[C:10]2[C:5]3[C:6](=[CH:11][CH:12]=[CH:13][C:4]=3[C:3](=[O:14])[O:2]1)[CH:7]=[CH:8][CH:9]=2.[H-].[H-].[H-].[H-].[Li+].[Al+3].O.[OH-].[Na+], predict the reaction product. The product is: [OH:2][CH2:1][C:10]1[CH:9]=[CH:8][CH:7]=[C:6]2[C:5]=1[C:4]([CH2:3][OH:14])=[CH:13][CH:12]=[CH:11]2. (2) Given the reactants [NH2:1][C:2]1[N:7]=[CH:6][C:5]([C:8]2[CH:16]=[CH:15][C:11]([C:12](O)=[O:13])=[CH:10][CH:9]=2)=[CH:4][C:3]=1[C:17](=[O:25])[NH:18][C:19]1[CH:24]=[CH:23][N:22]=[CH:21][CH:20]=1.[CH3:26][O:27][CH2:28][CH2:29][NH:30][CH2:31][CH2:32][O:33][CH3:34], predict the reaction product. The product is: [NH2:1][C:2]1[N:7]=[CH:6][C:5]([C:8]2[CH:16]=[CH:15][C:11]([C:12](=[O:13])[N:30]([CH2:31][CH2:32][O:33][CH3:34])[CH2:29][CH2:28][O:27][CH3:26])=[CH:10][CH:9]=2)=[CH:4][C:3]=1[C:17]([NH:18][C:19]1[CH:20]=[CH:21][N:22]=[CH:23][CH:24]=1)=[O:25]. (3) Given the reactants [Si]([O:8][CH:9]1[CH2:14][CH2:13][CH:12]([O:15][C:16]2[CH:48]=[CH:47][C:19]([C:20]([N:22]3[CH2:27][CH2:26][C:25]([CH2:29][N:30]4[C:35](=[O:36])[C:34]5[CH:37]=[N:38][N:39]([C:40]6[CH:45]=[CH:44][C:43]([CH3:46])=[CH:42][CH:41]=6)[C:33]=5[N:32]=[CH:31]4)([OH:28])[CH2:24][CH2:23]3)=[O:21])=[CH:18][CH:17]=2)[CH2:11][CH2:10]1)(C(C)(C)C)(C)C.[F-].C([N+](CCCC)(CCCC)CCCC)CCC, predict the reaction product. The product is: [OH:28][C:25]1([CH2:29][N:30]2[C:35](=[O:36])[C:34]3[CH:37]=[N:38][N:39]([C:40]4[CH:45]=[CH:44][C:43]([CH3:46])=[CH:42][CH:41]=4)[C:33]=3[N:32]=[CH:31]2)[CH2:26][CH2:27][N:22]([C:20](=[O:21])[C:19]2[CH:47]=[CH:48][C:16]([O:15][CH:12]3[CH2:13][CH2:14][CH:9]([OH:8])[CH2:10][CH2:11]3)=[CH:17][CH:18]=2)[CH2:23][CH2:24]1. (4) Given the reactants [S:1]1[CH:5]=[CH:4][C:3]2[C:6](=O)[C:7]3[S:8][CH:9]=[CH:10][C:11]=3[C:12](=O)[C:2]1=2.[CH2:15]([Mg]Br)[CH2:16][CH2:17][CH2:18][CH2:19][CH2:20][CH2:21][CH3:22].Cl[Sn]Cl, predict the reaction product. The product is: [CH2:15]([C:6]1[C:7]2[S:8][CH:9]=[CH:10][C:11]=2[C:12]([CH2:5][CH2:4][CH2:3][CH2:2][CH2:12][CH2:11][CH2:7][CH3:6])=[C:2]2[S:1][CH:5]=[CH:4][C:3]=12)[CH2:16][CH2:17][CH2:18][CH2:19][CH2:20][CH2:21][CH3:22].